Dataset: Forward reaction prediction with 1.9M reactions from USPTO patents (1976-2016). Task: Predict the product of the given reaction. (1) Given the reactants [NH:1]1[CH:5]=[CH:4][C:3]([C:6]2[CH:7]=[C:8]([NH:12][C:13](=[O:23])[C@@H:14]([NH2:22])[CH2:15][C:16]3[CH:21]=[CH:20][CH:19]=[CH:18][CH:17]=3)[CH:9]=[CH:10][CH:11]=2)=[N:2]1.[S:24]1[CH:28]=[C:27]([CH:29]=O)[N:26]=[CH:25]1.C(O[BH-](OC(=O)C)OC(=O)C)(=O)C.[Na+], predict the reaction product. The product is: [NH:1]1[CH:5]=[CH:4][C:3]([C:6]2[CH:7]=[C:8]([NH:12][C:13](=[O:23])[C@@H:14]([NH:22][CH2:29][C:27]3[N:26]=[CH:25][S:24][CH:28]=3)[CH2:15][C:16]3[CH:17]=[CH:18][CH:19]=[CH:20][CH:21]=3)[CH:9]=[CH:10][CH:11]=2)=[N:2]1. (2) Given the reactants O[Li].O.[CH3:4][CH:5]([CH2:13][C:14]([O:16]C)=[O:15])[C:6]([O:8][C:9]([CH3:12])([CH3:11])[CH3:10])=[O:7].C1COCC1.O, predict the reaction product. The product is: [C:9]([O:8][C:6](=[O:7])[CH:5]([CH3:4])[CH2:13][C:14]([OH:16])=[O:15])([CH3:12])([CH3:10])[CH3:11]. (3) Given the reactants C([O:3][C:4](=[O:24])[C:5]([O:15][C:16]1[CH:21]=[CH:20][C:19]([F:22])=[C:18]([F:23])[CH:17]=1)([CH3:14])[CH2:6][C:7]1[CH:12]=[CH:11][C:10]([OH:13])=[CH:9][CH:8]=1)C.[CH3:25][C:26]1[O:30][C:29]([C:31]2[CH:36]=[CH:35][C:34]([C:37]3[CH:42]=[CH:41][CH:40]=[CH:39][CH:38]=3)=[CH:33][CH:32]=2)=[N:28][C:27]=1[CH2:43][CH2:44]OS(C1C=CC(C)=CC=1)(=O)=O.C([O-])([O-])=O.[K+].[K+].[OH-].[Na+], predict the reaction product. The product is: [C:34]1([C:37]2[CH:38]=[CH:39][CH:40]=[CH:41][CH:42]=2)[CH:35]=[CH:36][C:31]([C:29]2[O:30][C:26]([CH3:25])=[C:27]([CH2:43][CH2:44][O:13][C:10]3[CH:11]=[CH:12][C:7]([CH2:6][C:5]([O:15][C:16]4[CH:21]=[CH:20][C:19]([F:22])=[C:18]([F:23])[CH:17]=4)([CH3:14])[C:4]([OH:3])=[O:24])=[CH:8][CH:9]=3)[N:28]=2)=[CH:32][CH:33]=1. (4) Given the reactants [Br:1][C:2]1[CH:7]=[C:6]([Cl:8])[C:5]([S:9](Cl)(=[O:11])=[O:10])=[CH:4][CH:3]=1.[NH2:13][C:14]1[C:15]([CH3:21])=[N:16][N:17]([CH3:20])[C:18]=1[CH3:19], predict the reaction product. The product is: [Br:1][C:2]1[CH:3]=[CH:4][C:5]([S:9]([NH:13][C:14]2[C:15]([CH3:21])=[N:16][N:17]([CH3:20])[C:18]=2[CH3:19])(=[O:11])=[O:10])=[C:6]([Cl:8])[CH:7]=1. (5) Given the reactants CCO.[C:4]([OH:11])(=[O:10])[CH2:5][CH2:6][C:7]([OH:9])=[O:8].[N:12]12[CH2:19][CH2:18][CH:15]([CH2:16][CH2:17]1)[C@@H:14]([O:20][C:21]([N:23]1[CH2:32][CH2:31][C:30]3[C:25](=[CH:26][CH:27]=[CH:28][CH:29]=3)[CH:24]1[C:33]1[CH:38]=[CH:37][CH:36]=[CH:35][CH:34]=1)=[O:22])[CH2:13]2, predict the reaction product. The product is: [CH:36]1[CH:37]=[CH:38][C:33]([C@@H:24]2[N:23]([C:21]([O:20][C@@H:14]3[CH:15]4[CH2:16][CH2:17][N:12]([CH2:19][CH2:18]4)[CH2:13]3)=[O:22])[CH2:32][CH2:31][C:30]3[CH:29]=[CH:28][CH:27]=[CH:26][C:25]2=3)=[CH:34][CH:35]=1.[CH2:5]([C:4]([OH:11])=[O:10])[CH2:6][C:7]([OH:9])=[O:8]. (6) Given the reactants [CH2:1]([NH:3][C:4]([C:6]1([CH3:20])[CH2:15][CH2:14][C:13]2[C:8](=[C:9]([CH3:19])[C:10]([CH3:18])=[C:11]([OH:17])[C:12]=2[CH3:16])[O:7]1)=[O:5])[CH3:2].[O:21]=[N+]([O-])[O-].[O-][N+](=O)[O-].[O-][N+](=O)[O-].[O-][N+](=O)[O-].[O-][N+](=O)[O-].[O-][N+](=O)[O-].[Ce+4].[NH4+].[NH4+], predict the reaction product. The product is: [CH2:1]([NH:3][C:4](=[O:5])[C:6]([OH:21])([CH3:20])[CH2:15][CH2:14][C:13]1[C:8](=[O:7])[C:9]([CH3:19])=[C:10]([CH3:18])[C:11](=[O:17])[C:12]=1[CH3:16])[CH3:2]. (7) Given the reactants C(OCC)(OCC)OCC.[NH2:11][C:12]1[CH:17]=[CH:16][CH:15]=[CH:14][CH:13]=1.[C:18]1([N:24]=[CH:25]OCC)[CH:23]=[CH:22][CH:21]=[CH:20][CH:19]=1, predict the reaction product. The product is: [C:12]1([NH:11][CH:25]=[N:24][C:18]2[CH:23]=[CH:22][CH:21]=[CH:20][CH:19]=2)[CH:17]=[CH:16][CH:15]=[CH:14][CH:13]=1.